Task: Predict the reactants needed to synthesize the given product.. Dataset: Full USPTO retrosynthesis dataset with 1.9M reactions from patents (1976-2016) Given the product [Br:15][C:12]1[CH:13]=[CH:14][C:9]([NH:8][C:3](=[O:4])[C:2]([Cl:7])([Cl:6])[Cl:1])=[C:10]([C:16](=[O:17])[C:18]2[CH:23]=[CH:22][CH:21]=[C:20]([Cl:24])[CH:19]=2)[CH:11]=1, predict the reactants needed to synthesize it. The reactants are: [Cl:1][C:2]([Cl:7])([Cl:6])[C:3](Cl)=[O:4].[NH2:8][C:9]1[CH:14]=[CH:13][C:12]([Br:15])=[CH:11][C:10]=1[C:16]([C:18]1[CH:23]=[CH:22][CH:21]=[C:20]([Cl:24])[CH:19]=1)=[O:17].C(N(CC)CC)C.